Dataset: Full USPTO retrosynthesis dataset with 1.9M reactions from patents (1976-2016). Task: Predict the reactants needed to synthesize the given product. (1) Given the product [CH2:1]([O:3][C:4](=[O:32])[C:5]([CH3:31])([CH3:30])[CH2:6][C:7]1[N:8]([CH2:22][C:23]2[CH:28]=[CH:27][C:26]([B:33]3[O:37][C:36]([CH3:39])([CH3:38])[C:35]([CH3:41])([CH3:40])[O:34]3)=[CH:25][CH:24]=2)[C:9]2[C:14]([C:15]=1[S:16][C:17]([CH3:20])([CH3:19])[CH3:18])=[CH:13][C:12]([OH:21])=[CH:11][CH:10]=2)[CH3:2], predict the reactants needed to synthesize it. The reactants are: [CH2:1]([O:3][C:4](=[O:32])[C:5]([CH3:31])([CH3:30])[CH2:6][C:7]1[N:8]([CH2:22][C:23]2[CH:28]=[CH:27][C:26](Br)=[CH:25][CH:24]=2)[C:9]2[C:14]([C:15]=1[S:16][C:17]([CH3:20])([CH3:19])[CH3:18])=[CH:13][C:12]([OH:21])=[CH:11][CH:10]=2)[CH3:2].[B:33]1([B:33]2[O:37][C:36]([CH3:39])([CH3:38])[C:35]([CH3:41])([CH3:40])[O:34]2)[O:37][C:36]([CH3:39])([CH3:38])[C:35]([CH3:41])([CH3:40])[O:34]1.C([O-])(=O)C.[K+]. (2) Given the product [CH3:21][C:12]1[NH:13][C:14]2[C:19]([C:11]=1[C:9]([OH:8])=[O:10])=[CH:18][C:17]([O:20][CH:28]([CH3:22])[C:29](=[O:30])[CH3:31])=[CH:16][CH:15]=2, predict the reactants needed to synthesize it. The reactants are: C([O:8][C:9]([C:11]1[C:19]2[C:14](=[CH:15][CH:16]=[C:17]([OH:20])[CH:18]=2)[NH:13][C:12]=1[CH3:21])=[O:10])C1C=CC=CC=1.[C:22]([O-])([O-])=O.[K+].[K+].[CH3:28][C:29]([CH3:31])=[O:30]. (3) Given the product [NH2:29][C:26]1[CH:25]=[CH:24][C:23]([N:9]2[C:10]([CH3:22])=[C:11]([C:13]([NH:15][N:16]3[CH2:21][CH2:20][CH2:19][CH2:18][CH2:17]3)=[O:14])[N:12]=[C:8]2[C:3]2[CH:4]=[CH:5][CH:6]=[CH:7][C:2]=2[Cl:1])=[CH:28][CH:27]=1, predict the reactants needed to synthesize it. The reactants are: [Cl:1][C:2]1[CH:7]=[CH:6][CH:5]=[CH:4][C:3]=1[C:8]1[N:9]([C:23]2[CH:28]=[CH:27][C:26]([N+:29]([O-])=O)=[CH:25][CH:24]=2)[C:10]([CH3:22])=[C:11]([C:13]([NH:15][N:16]2[CH2:21][CH2:20][CH2:19][CH2:18][CH2:17]2)=[O:14])[N:12]=1. (4) Given the product [CH2:19]([N:21]1[C:5]([OH:7])=[CH:4][C:3]([C:2]([F:1])([F:11])[F:12])=[N:22]1)[CH3:20], predict the reactants needed to synthesize it. The reactants are: [F:1][C:2]([F:12])([F:11])[C:3](=O)[CH2:4][C:5]([O:7]CC)=O.C(O)(=O)C(O)=O.[CH2:19]([NH:21][NH2:22])[CH3:20]. (5) Given the product [CH3:1][C:2]1[CH:7]=[C:6]([CH3:8])[CH:5]=[CH:4][C:3]=1[C@H:9]([C:31]1[CH:32]=[CH:33][CH:34]=[CH:35][CH:36]=1)[NH:10][C:11](=[O:30])[CH2:12][C:13]1[CH:14]=[CH:15][C:16]2[O:20][C:19]([C:21]([OH:28])([C:22]3[CH:27]=[CH:26][N:25]=[CH:24][CH:23]=3)[C:38]([F:40])([F:39])[F:37])=[CH:18][C:17]=2[CH:29]=1, predict the reactants needed to synthesize it. The reactants are: [CH3:1][C:2]1[CH:7]=[C:6]([CH3:8])[CH:5]=[CH:4][C:3]=1[C@H:9]([C:31]1[CH:36]=[CH:35][CH:34]=[CH:33][CH:32]=1)[NH:10][C:11](=[O:30])[CH2:12][C:13]1[CH:14]=[CH:15][C:16]2[O:20][C:19]([C:21](=[O:28])[C:22]3[CH:27]=[CH:26][N:25]=[CH:24][CH:23]=3)=[CH:18][C:17]=2[CH:29]=1.[F:37][C:38]([Si](C)(C)C)([F:40])[F:39].CCCC[N+](CCCC)(CCCC)CCCC.[F-].CCOC(C)=O. (6) Given the product [CH3:1][O:2][C:3]1[CH:4]=[CH:5][C:6]([N:9]2[C:13]3[C:23](=[O:26])[N:15]([C:14]4[CH:31]=[CH:32][C:33]([C:42]5([CH2:41][N:40]6[CH2:39][CH2:38][CH2:37][C:36]6=[O:51])[CH2:44][CH2:43]5)=[CH:34][CH:35]=4)[CH2:16][CH2:17][C:12]=3[C:11]([S:19]([CH3:22])(=[O:20])=[O:21])=[N:10]2)=[CH:7][CH:8]=1, predict the reactants needed to synthesize it. The reactants are: [CH3:1][O:2][C:3]1[CH:8]=[CH:7][C:6]([N:9]2[C:13]3[C:14](=O)[NH:15][CH2:16][CH2:17][C:12]=3[C:11]([S:19]([CH3:22])(=[O:21])=[O:20])=[N:10]2)=[CH:5][CH:4]=1.[C:23]([O-:26])([O-])=O.[K+].[K+].N1[C:42]2[C:33](=[CH:34][CH:35]=[C:36]3[C:41]=2[N:40]=[CH:39][CH:38]=[CH:37]3)[CH:32]=[CH:31]C=1.[CH3:43][CH2:44]OC(C)=O.CS(C)=[O:51]. (7) The reactants are: Br[C:2]1[S:3][C:4]2[CH2:5][C:6]3[C:12]([C:13]4[CH:18]=[CH:17][C:16]([O:19][CH3:20])=[CH:15][CH:14]=4)=[N:11][N:10]([CH2:21][O:22][CH2:23][CH2:24][Si:25]([CH3:28])([CH3:27])[CH3:26])[C:7]=3[C:8]=2[CH:9]=1.[CH3:29][O:30][C:31]1[CH:36]=[CH:35][C:34](B2OC(C)(C)C(C)(C)O2)=[CH:33][CH:32]=1.C([O-])([O-])=O.[Na+].[Na+]. Given the product [CH3:29][O:30][C:31]1[CH:36]=[CH:35][C:34]([C:2]2[S:3][C:4]3[CH2:5][C:6]4[C:12]([C:13]5[CH:18]=[CH:17][C:16]([O:19][CH3:20])=[CH:15][CH:14]=5)=[N:11][N:10]([CH2:21][O:22][CH2:23][CH2:24][Si:25]([CH3:26])([CH3:28])[CH3:27])[C:7]=4[C:8]=3[CH:9]=2)=[CH:33][CH:32]=1, predict the reactants needed to synthesize it. (8) Given the product [C:12]1([S:18]([C:21]2[CH:11]=[C:7]([C:1]3[CH:6]=[CH:5][CH:4]=[CH:3][CH:2]=3)[CH:8]=[CH:9][N:22]=2)(=[O:19])=[O:20])[CH:13]=[CH:14][CH:15]=[CH:16][CH:17]=1, predict the reactants needed to synthesize it. The reactants are: [C:1]1([C:7]([CH3:11])=[CH:8][CH:9]=O)[CH:6]=[CH:5][CH:4]=[CH:3][CH:2]=1.[C:12]1([S:18]([C:21]#[N:22])(=[O:20])=[O:19])[CH:17]=[CH:16][CH:15]=[CH:14][CH:13]=1.B(OCCCC)(OCCCC)OCCCC.